This data is from Catalyst prediction with 721,799 reactions and 888 catalyst types from USPTO. The task is: Predict which catalyst facilitates the given reaction. (1) Reactant: [NH2:1][C:2]1[C:7]([C:8]#[N:9])=[C:6]([N:10]2[CH2:15][CH2:14][CH:13]([C:16]3[N:17]([CH2:32][CH2:33][OH:34])[CH:18]=[C:19]([C:21]4[CH:26]=[CH:25][C:24]([F:27])=[C:23]([C:28]([F:31])([F:30])[F:29])[CH:22]=4)[N:20]=3)[CH2:12][CH2:11]2)[N:5]=[CH:4][N:3]=1.C(N(CC)CC)C.[CH3:42][S:43](Cl)(=[O:45])=[O:44]. Product: [NH2:1][C:2]1[N:3]=[CH:4][N:5]=[C:6]([N:10]2[CH2:11][CH2:12][CH:13]([C:16]3[N:17]([CH2:32][CH2:33][O:34][S:43]([CH3:42])(=[O:45])=[O:44])[CH:18]=[C:19]([C:21]4[CH:26]=[CH:25][C:24]([F:27])=[C:23]([C:28]([F:31])([F:30])[F:29])[CH:22]=4)[N:20]=3)[CH2:14][CH2:15]2)[C:7]=1[C:8]#[N:9]. The catalyst class is: 4. (2) Reactant: [CH:1]([C:3]1[CH:13]=[CH:12][C:6]([O:7][CH2:8][C:9]([OH:11])=[O:10])=[CH:5][CH:4]=1)=O.[C:14]1([CH:21]=[CH:20][CH:19]=[C:17]([OH:18])[CH:16]=1)[OH:15].C(N1[C:33]2[C:28](=[CH:29][CH:30]=[C:31]([OH:34])[CH:32]=2)C(C)=CC1(C)C)C. Product: [OH:15][C:14]1[CH:21]=[CH:20][C:19]2[C:1]([C:3]3[CH:13]=[CH:12][C:6]([O:7][CH2:8][C:9]([OH:11])=[O:10])=[CH:5][CH:4]=3)=[C:28]3[C:33]([O:18][C:17]=2[CH:16]=1)=[CH:32][C:31](=[O:34])[CH:30]=[CH:29]3. The catalyst class is: 5.